From a dataset of Catalyst prediction with 721,799 reactions and 888 catalyst types from USPTO. Predict which catalyst facilitates the given reaction. (1) Reactant: Br[C:2]1[CH:3]=[C:4]([CH:18]=[CH:19][C:20]=1[O:21][CH3:22])[CH2:5][O:6][C:7]1[CH:12]=[CH:11][CH:10]=[CH:9][C:8]=1[CH2:13][C:14]([O:16][CH3:17])=[O:15].[CH3:23][C:24]1([CH3:40])[C:28]([CH3:30])([CH3:29])[O:27][B:26]([B:26]2[O:27][C:28]([CH3:30])([CH3:29])[C:24]([CH3:40])([CH3:23])[O:25]2)[O:25]1.CC([O-])=O.[K+].C(Cl)Cl. Product: [CH3:22][O:21][C:20]1[CH:19]=[CH:18][C:4]([CH2:5][O:6][C:7]2[CH:12]=[CH:11][CH:10]=[CH:9][C:8]=2[CH2:13][C:14]([O:16][CH3:17])=[O:15])=[CH:3][C:2]=1[B:26]1[O:27][C:28]([CH3:30])([CH3:29])[C:24]([CH3:40])([CH3:23])[O:25]1. The catalyst class is: 12. (2) Reactant: [OH-].[Na+].[Cl:3][C:4]1[CH:9]=[C:8]([Cl:10])[CH:7]=[CH:6][C:5]=1[S:11]([N:14]([CH2:27][C:28]1[N:32](CCC#N)[N:31]=[N:30][N:29]=1)[CH2:15][CH2:16][O:17][C:18]1[CH:19]=[C:20]2[C:24](=[CH:25][CH:26]=1)[CH2:23][CH2:22][CH2:21]2)(=[O:13])=[O:12].Cl. Product: [Cl:3][C:4]1[CH:9]=[C:8]([Cl:10])[CH:7]=[CH:6][C:5]=1[S:11]([N:14]([CH2:15][CH2:16][O:17][C:18]1[CH:19]=[C:20]2[C:24](=[CH:25][CH:26]=1)[CH2:23][CH2:22][CH2:21]2)[CH2:27][C:28]1[NH:32][N:31]=[N:30][N:29]=1)(=[O:12])=[O:13]. The catalyst class is: 7. (3) Reactant: [CH2:1]([NH:8][C@@H:9]([C:11]1[CH:16]=[CH:15][CH:14]=[CH:13][CH:12]=1)[CH3:10])[C:2]1[CH:7]=[CH:6][CH:5]=[CH:4][CH:3]=1.C([Li])CCC.Br[CH2:23][C:24]1[CH:29]=[C:28]([CH3:30])[CH:27]=[CH:26][C:25]=1/[CH:31]=[CH:32]/[C:33]([O:35][C:36]([CH3:39])([CH3:38])[CH3:37])=[O:34].O. Product: [CH2:1]([N:8]([C@@H:9]([C:11]1[CH:16]=[CH:15][CH:14]=[CH:13][CH:12]=1)[CH3:10])[C@@H:31]1[C:25]2[C:24](=[CH:29][C:28]([CH3:30])=[CH:27][CH:26]=2)[CH2:23][C@H:32]1[C:33]([O:35][C:36]([CH3:39])([CH3:38])[CH3:37])=[O:34])[C:2]1[CH:7]=[CH:6][CH:5]=[CH:4][CH:3]=1. The catalyst class is: 1. (4) Reactant: [N:1]1([CH2:7][C:8]2[N:13]=[CH:12][C:11]([OH:14])=[CH:10][CH:9]=2)[CH2:6][CH2:5][CH2:4][CH2:3][CH2:2]1.Br[CH2:16][CH2:17][CH2:18][Cl:19].C([O-])([O-])=O.[K+].[K+]. Product: [Cl:19][CH2:18][CH2:17][CH2:16][O:14][C:11]1[CH:10]=[CH:9][C:8]([CH2:7][N:1]2[CH2:6][CH2:5][CH2:4][CH2:3][CH2:2]2)=[N:13][CH:12]=1. The catalyst class is: 21. (5) Reactant: O=[C:2]([CH2:9][C:10]([O:12][CH2:13][CH3:14])=[O:11])[CH2:3][C:4](OCC)=[O:5].[NH2:15][NH2:16]. Product: [O:5]=[C:4]1[NH:16][NH:15][C:2]([CH2:9][C:10]([O:12][CH2:13][CH3:14])=[O:11])=[CH:3]1. The catalyst class is: 14. (6) Reactant: C([O:3][C:4]([C:6]1[CH:11]=[CH:10][C:9]([C:12]2[CH:17]=[CH:16][C:15]([C:18]3[S:19][CH:20]=[CH:21][C:22]=3[NH:23][S:24]([CH:27]([CH3:29])[CH3:28])(=[O:26])=[O:25])=[CH:14][CH:13]=2)=[C:8]([O:30][CH2:31][CH3:32])[CH:7]=1)=[O:5])C.[OH-].[Na+]. Product: [CH2:31]([O:30][C:8]1[CH:7]=[C:6]([C:4]([OH:5])=[O:3])[CH:11]=[CH:10][C:9]=1[C:12]1[CH:17]=[CH:16][C:15]([C:18]2[S:19][CH:20]=[CH:21][C:22]=2[NH:23][S:24]([CH:27]([CH3:28])[CH3:29])(=[O:26])=[O:25])=[CH:14][CH:13]=1)[CH3:32]. The catalyst class is: 40.